This data is from Full USPTO retrosynthesis dataset with 1.9M reactions from patents (1976-2016). The task is: Predict the reactants needed to synthesize the given product. (1) The reactants are: [CH:1]([C:4]1[N:8]2[CH:9]=[N:10][C:11]3[N:15](COCC[Si](C)(C)C)[CH:14]=[CH:13][C:12]=3[C:7]2=[C:6]([CH:24]2[CH2:29][CH2:28][CH2:27][N:26]([C:30]([O:32][CH2:33][C:34]3[CH:39]=[CH:38][CH:37]=[CH:36][CH:35]=3)=[O:31])[CH2:25]2)[N:5]=1)([CH3:3])[CH3:2].C(O)(C(F)(F)F)=O.[NH4+].[OH-].CCOC(C)=O. Given the product [CH:1]([C:4]1[N:8]2[CH:9]=[N:10][C:11]3[NH:15][CH:14]=[CH:13][C:12]=3[C:7]2=[C:6]([CH:24]2[CH2:29][CH2:28][CH2:27][N:26]([C:30]([O:32][CH2:33][C:34]3[CH:35]=[CH:36][CH:37]=[CH:38][CH:39]=3)=[O:31])[CH2:25]2)[N:5]=1)([CH3:3])[CH3:2], predict the reactants needed to synthesize it. (2) Given the product [NH2:1][C:4]1[CH:8]([O:9][CH2:10][CH3:11])[O:7][C:6](=[O:12])[CH:5]=1, predict the reactants needed to synthesize it. The reactants are: [N:1]([C:4]1[CH:8]([O:9][CH2:10][CH3:11])[O:7][C:6](=[O:12])[CH:5]=1)=[N+]=[N-].[H][H]. (3) Given the product [Cl:16][C:17]1[CH:18]=[C:19]([CH:27]=[CH:28][C:29]=1[Cl:30])[O:20][CH:21]1[CH2:26][CH2:25][N:24]([CH2:14][CH2:13][C:12]([NH:11][S:8]([C:5]2[CH:6]=[CH:7][C:2]([CH3:1])=[CH:3][CH:4]=2)(=[O:10])=[O:9])=[O:15])[CH2:23][CH2:22]1, predict the reactants needed to synthesize it. The reactants are: [CH3:1][C:2]1[CH:7]=[CH:6][C:5]([S:8]([NH:11][C:12](=[O:15])[CH:13]=[CH2:14])(=[O:10])=[O:9])=[CH:4][CH:3]=1.[Cl:16][C:17]1[CH:18]=[C:19]([CH:27]=[CH:28][C:29]=1[Cl:30])[O:20][CH:21]1[CH2:26][CH2:25][NH:24][CH2:23][CH2:22]1.[OH-].[Na+].